From a dataset of Catalyst prediction with 721,799 reactions and 888 catalyst types from USPTO. Predict which catalyst facilitates the given reaction. (1) Reactant: [C:1]([C:3]1[C:17]([CH3:18])=[CH:16][C:6]([O:7][CH2:8][C:9]([O:11]C(C)(C)C)=[O:10])=[C:5]([CH:19]([CH3:21])[CH3:20])[CH:4]=1)#[N:2].FC(F)(F)C(O)=O. Product: [C:1]([C:3]1[C:17]([CH3:18])=[CH:16][C:6]([O:7][CH2:8][C:9]([OH:11])=[O:10])=[C:5]([CH:19]([CH3:21])[CH3:20])[CH:4]=1)#[N:2]. The catalyst class is: 4. (2) Reactant: [Br:1]N1C(=O)NC(=O)N(Br)C1=O.[CH:12]1([C:15]2[CH:24]=[CH:23][C:18]([C:19]([O:21][CH3:22])=[O:20])=[C:17]([O:25][CH:26]([CH3:28])[CH3:27])[CH:16]=2)[CH2:14][CH2:13]1.S([O-])([O-])(=O)=S.[Na+].[Na+].C(OCC)(=O)C. Product: [Br:1][C:24]1[C:15]([CH:12]2[CH2:14][CH2:13]2)=[CH:16][C:17]([O:25][CH:26]([CH3:28])[CH3:27])=[C:18]([CH:23]=1)[C:19]([O:21][CH3:22])=[O:20]. The catalyst class is: 3.